The task is: Predict the reactants needed to synthesize the given product.. This data is from Full USPTO retrosynthesis dataset with 1.9M reactions from patents (1976-2016). (1) Given the product [C:10]([Si:7]([CH3:9])([CH3:8])[O:6][C:5]1[CH:14]=[CH:15][C:2]([CH:27]=[O:28])=[C:3]([CH:16]([CH3:18])[CH3:17])[CH:4]=1)([CH3:13])([CH3:12])[CH3:11], predict the reactants needed to synthesize it. The reactants are: Br[C:2]1[CH:15]=[CH:14][C:5]([O:6][Si:7]([C:10]([CH3:13])([CH3:12])[CH3:11])([CH3:9])[CH3:8])=[CH:4][C:3]=1[CH:16]([CH3:18])[CH3:17].C([Li])(C)(C)C.CN([CH:27]=[O:28])C. (2) Given the product [I:26][C:18]1[N:4]2[CH:5]=[C:6]([C:8]3[CH:13]=[CH:12][C:11]([C:14]([F:16])([F:15])[F:17])=[CH:10][CH:9]=3)[CH:7]=[C:2]([CH3:1])[C:3]2=[N:20][CH:19]=1, predict the reactants needed to synthesize it. The reactants are: [CH3:1][C:2]1[C:3]2[N:4]([CH:18]=[CH:19][N:20]=2)[CH:5]=[C:6]([C:8]2[CH:13]=[CH:12][C:11]([C:14]([F:17])([F:16])[F:15])=[CH:10][CH:9]=2)[CH:7]=1.C([O-])(=O)C.[Na+].[I:26]Cl. (3) Given the product [F:12][C:13]1[S:17][C:16]([C:18]2[N:19]=[C:7]([OH:9])[C:3]3[CH2:4][S:5][CH2:6][C:2]=3[N:20]=2)=[CH:15][CH:14]=1, predict the reactants needed to synthesize it. The reactants are: O=[C:2]1[CH2:6][S:5][CH2:4][CH:3]1[C:7]([O:9]C)=O.Cl.[F:12][C:13]1[S:17][C:16]([C:18](=[NH:20])[NH2:19])=[CH:15][CH:14]=1.CCN(C(C)C)C(C)C.C(OCC)(=O)C. (4) Given the product [ClH:18].[NH2:1][CH2:4][C:5]([C:7]1[S:11][C:10]([NH:12][C:13](=[O:16])[O:14][CH3:15])=[CH:9][CH:8]=1)=[O:6], predict the reactants needed to synthesize it. The reactants are: [N:1]([CH2:4][C:5]([C:7]1[S:11][C:10]([NH:12][C:13](=[O:16])[O:14][CH3:15])=[C:9](Br)[CH:8]=1)=[O:6])=[N+]=[N-].[ClH:18].